Dataset: Reaction yield outcomes from USPTO patents with 853,638 reactions. Task: Predict the reaction yield, written as a fraction of the theoretical maximum amount of product (1.0 means a 100% yield; for example, 0.34 means a 34% yield). (1) The reactants are CS(O[CH2:6][CH2:7][N:8]1[CH:12]=[C:11]([C:13]2[CH:18]=[C:17]([C:19]([O:21]C)=[O:20])[CH:16]=[CH:15][N:14]=2)[N:10]=[CH:9]1)(=O)=O.[F:23][C:24]([F:35])([F:34])[C:25]1[CH:26]=[C:27]2[C:31](=[CH:32][CH:33]=1)[CH2:30][NH:29][CH2:28]2. No catalyst specified. The product is [F:35][C:24]([F:23])([F:34])[C:25]1[CH:26]=[C:27]2[C:31](=[CH:32][CH:33]=1)[CH2:30][N:29]([CH2:6][CH2:7][N:8]1[CH:12]=[C:11]([C:13]3[CH:18]=[C:17]([C:19]([OH:21])=[O:20])[CH:16]=[CH:15][N:14]=3)[N:10]=[CH:9]1)[CH2:28]2. The yield is 0.0800. (2) The reactants are Br[C:2]1[S:3][C:4]([C:7]([NH:9][C:10]2[S:11][C:12]([C:15](=[O:29])[NH:16][C:17]3[S:18][CH:19]=[C:20]([C:22]4[CH:27]=[CH:26][C:25]([CH3:28])=[CH:24][CH:23]=4)[N:21]=3)=[CH:13][N:14]=2)=[O:8])=[CH:5][N:6]=1. The catalyst is C(N)CC. The product is [CH2:5]([NH:6][C:2]1[S:3][C:4]([C:7]([NH:9][C:10]2[S:11][C:12]([C:15](=[O:29])[NH:16][C:17]3[S:18][CH:19]=[C:20]([C:22]4[CH:27]=[CH:26][C:25]([CH3:28])=[CH:24][CH:23]=4)[N:21]=3)=[CH:13][N:14]=2)=[O:8])=[CH:5][N:6]=1)[CH2:4][CH3:7]. The yield is 0.170. (3) The yield is 0.550. The product is [CH:13]1([CH2:16][N:17]2[C:21]3[CH:22]=[CH:23][C:24]([S:26]([C:29]([CH3:33])([CH3:34])[C:30]([NH:4][CH2:3][CH2:1][OH:2])=[O:31])(=[O:28])=[O:27])=[CH:25][C:20]=3[N:19]=[C:18]2[CH2:35][C:36]([CH3:39])([CH3:38])[CH3:37])[CH2:14][CH2:15]1. The reactants are [CH2:1]([CH2:3][NH2:4])[OH:2].C(N(CC)CC)C.Cl.[CH:13]1([CH2:16][N:17]2[C:21]3[CH:22]=[CH:23][C:24]([S:26]([C:29]([CH3:34])([CH3:33])[C:30](Cl)=[O:31])(=[O:28])=[O:27])=[CH:25][C:20]=3[N:19]=[C:18]2[CH2:35][C:36]([CH3:39])([CH3:38])[CH3:37])[CH2:15][CH2:14]1. The catalyst is ClCCl. (4) The reactants are [CH:1]([O:4][CH:5]([CH2:17][C:18]1[CH:23]=[CH:22][CH:21]=[CH:20][CH:19]=1)[CH2:6][NH:7][C:8]1[C:9]([NH2:16])=[CH:10][C:11]([CH3:15])=[C:12]([CH3:14])[CH:13]=1)([CH3:3])[CH3:2].[NH:24]1[C:32](=[O:33])[C:30](=O)[C:28](=O)[NH:27][C:25]1=[O:26].B(O)(O)O. The catalyst is C(O)(=O)C. The product is [CH:1]([O:4][CH:5]([CH2:17][C:18]1[CH:19]=[CH:20][CH:21]=[CH:22][CH:23]=1)[CH2:6][N:7]1[C:28]2[C:30]([C:32](=[O:33])[NH:24][C:25](=[O:26])[N:27]=2)=[N:16][C:9]2[CH:10]=[C:11]([CH3:15])[C:12]([CH3:14])=[CH:13][C:8]1=2)([CH3:3])[CH3:2]. The yield is 0.660. (5) The product is [C:1](=[O:19])([O:17][CH3:18])[O:2][C:3]1[C:8]([NH2:9])=[CH:7][C:6]([F:12])=[CH:5][C:4]=1[C:13]([CH3:14])([CH3:15])[CH3:16]. The yield is 0.270. The reactants are [C:1](=[O:19])([O:17][CH3:18])[O:2][C:3]1[C:8]([N+:9]([O-])=O)=[CH:7][C:6]([F:12])=[CH:5][C:4]=1[C:13]([CH3:16])([CH3:15])[CH3:14].C([O-])=O.[NH4+]. The catalyst is CCO.[Pd]. (6) The reactants are [Cl-].O[NH3+:3].[C:4](=[O:7])([O-])[OH:5].[Na+].CS(C)=O.[CH2:13]([C:17]1[N:18]([CH2:31][C:32]2[CH:37]=[CH:36][C:35]([C:38]3[C:39]([C:44]#[N:45])=[CH:40][CH:41]=[CH:42][CH:43]=3)=[CH:34][CH:33]=2)[C:19](=[O:30])[C:20]([C:24]2[CH2:29][CH2:28][CH2:27][CH2:26][CH:25]=2)=[C:21]([CH3:23])[N:22]=1)[CH2:14][CH2:15][CH3:16]. The catalyst is O. The product is [CH2:13]([C:17]1[N:18]([CH2:31][C:32]2[CH:37]=[CH:36][C:35]([C:38]3[CH:43]=[CH:42][CH:41]=[CH:40][C:39]=3[C:44]3[NH:3][C:4](=[O:7])[O:5][N:45]=3)=[CH:34][CH:33]=2)[C:19](=[O:30])[C:20]([C:24]2[CH2:29][CH2:28][CH2:27][CH2:26][CH:25]=2)=[C:21]([CH3:23])[N:22]=1)[CH2:14][CH2:15][CH3:16]. The yield is 0.490. (7) The reactants are N(C(OCC)=O)=NC(OCC)=O.[Cl:13][C:14]1[C:23]2[C:18](=[CH:19][C:20]([OH:26])=[C:21]([O:24][CH3:25])[CH:22]=2)[N:17]=[CH:16][N:15]=1.C1(P(C2C=CC=CC=2)C2C=CC=CC=2)C=CC=CC=1.[CH3:46][N:47]([CH2:51][CH2:52]O)[CH2:48][C:49]#[CH:50]. The catalyst is C(Cl)Cl. The product is [Cl:13][C:14]1[C:23]2[C:18](=[CH:19][C:20]([O:26][CH2:52][CH2:51][N:47]([CH3:46])[CH2:48][C:49]#[CH:50])=[C:21]([O:24][CH3:25])[CH:22]=2)[N:17]=[CH:16][N:15]=1. The yield is 0.780. (8) The reactants are [CH:1](I)([CH3:3])[CH3:2].C(=O)([O-])[O-].[K+].[K+].CN(C)C=O.[OH:16][N:17]=[C:18]([N:24]1[CH:28]=[N:27][CH:26]=[N:25]1)[C:19]([O:21][CH2:22][CH3:23])=[O:20]. The catalyst is O. The product is [CH:1]([O:16][N:17]=[C:18]([N:24]1[CH:28]=[N:27][CH:26]=[N:25]1)[C:19]([O:21][CH2:22][CH3:23])=[O:20])([CH3:3])[CH3:2]. The yield is 0.520.